From a dataset of CYP1A2 inhibition data for predicting drug metabolism from PubChem BioAssay. Regression/Classification. Given a drug SMILES string, predict its absorption, distribution, metabolism, or excretion properties. Task type varies by dataset: regression for continuous measurements (e.g., permeability, clearance, half-life) or binary classification for categorical outcomes (e.g., BBB penetration, CYP inhibition). Dataset: cyp1a2_veith. (1) The compound is CCOc1cc(NC(=O)c2ccccc2[N+](=O)[O-])c(OCC)cc1NC(=O)CC(C)C. The result is 0 (non-inhibitor). (2) The compound is O=c1cc(C(F)(F)F)[nH]c(=O)n1C1CCCCC1. The result is 0 (non-inhibitor). (3) The drug is C=CCSc1nc2ccccc2n1C(=O)/C=C/c1cc(OC)c(OC)c(OC)c1. The result is 1 (inhibitor).